Predict the reactants needed to synthesize the given product. From a dataset of Full USPTO retrosynthesis dataset with 1.9M reactions from patents (1976-2016). (1) Given the product [F:24][C:25]1[CH:26]=[C:27]([C:2]2[CH:3]=[C:4]3[C:8](=[C:9]([C:11]([NH2:12])=[O:36])[CH:10]=2)[NH:7][N:6]=[C:5]3[CH:13]2[CH2:14][CH2:15][N:16]([S:19]([CH2:22][CH3:23])(=[O:20])=[O:21])[CH2:17][CH2:18]2)[CH:28]=[C:29]([F:31])[CH:30]=1, predict the reactants needed to synthesize it. The reactants are: Br[C:2]1[CH:3]=[C:4]2[C:8](=[C:9]([C:11]#[N:12])[CH:10]=1)[NH:7][N:6]=[C:5]2[CH:13]1[CH2:18][CH2:17][N:16]([S:19]([CH2:22][CH3:23])(=[O:21])=[O:20])[CH2:15][CH2:14]1.[F:24][C:25]1[CH:26]=[C:27](B(O)O)[CH:28]=[C:29]([F:31])[CH:30]=1.C(=O)([O-])[O-:36].[K+].[K+]. (2) Given the product [CH2:1]([N:8]1[CH:12]=[C:11]([C:13]([NH2:42])=[O:14])[C:10]([O:16][CH2:17][C:18]2[CH:23]=[CH:22][C:21]([O:24][CH2:25][C:26]3[N:27]=[C:28]([C:32]4[O:33][CH:34]=[CH:35][CH:36]=4)[O:29][C:30]=3[CH3:31])=[C:20]([O:37][CH3:38])[CH:19]=2)=[N:9]1)[C:2]1[CH:7]=[CH:6][CH:5]=[CH:4][CH:3]=1, predict the reactants needed to synthesize it. The reactants are: [CH2:1]([N:8]1[CH:12]=[C:11]([C:13](O)=[O:14])[C:10]([O:16][CH2:17][C:18]2[CH:23]=[CH:22][C:21]([O:24][CH2:25][C:26]3[N:27]=[C:28]([C:32]4[O:33][CH:34]=[CH:35][CH:36]=4)[O:29][C:30]=3[CH3:31])=[C:20]([O:37][CH3:38])[CH:19]=2)=[N:9]1)[C:2]1[CH:7]=[CH:6][CH:5]=[CH:4][CH:3]=1.Cl.C([N:42]=C=NCCCN(C)C)C.CN(C)C=O. (3) Given the product [F:1][C:2]1[CH:7]=[C:6]([F:8])[CH:5]=[C:4]([CH2:9][CH2:10][OH:11])[C:3]=1[OH:12], predict the reactants needed to synthesize it. The reactants are: [F:1][C:2]1[C:3]([O:12]C)=[C:4]([CH2:9][CH2:10][OH:11])[CH:5]=[C:6]([F:8])[CH:7]=1.B(Br)(Br)Br.O. (4) The reactants are: [Cl:1][C:2]1[CH:7]=[C:6]([Cl:8])[CH:5]=[C:4]([CH3:9])[C:3]=1[NH:10][C:11]1[N:15]([CH2:16][CH2:17]O)[C:14]2[C:19]([C:23]([O:25][CH3:26])=[O:24])=[CH:20][CH:21]=[CH:22][C:13]=2[N:12]=1.C(N(CC)CC)C.CS(Cl)(=O)=O. Given the product [Cl:1][C:2]1[CH:7]=[C:6]([Cl:8])[CH:5]=[C:4]([CH3:9])[C:3]=1[N:10]1[C:11]2=[N:12][C:13]3[C:14](=[C:19]([C:23]([O:25][CH3:26])=[O:24])[CH:20]=[CH:21][CH:22]=3)[N:15]2[CH2:16][CH2:17]1, predict the reactants needed to synthesize it. (5) The reactants are: [Cl:1][C:2]1[C:10]([NH:11][S:12]([CH2:15][CH2:16][CH3:17])(=[O:14])=[O:13])=[CH:9][CH:8]=[C:7]([F:18])[C:3]=1[C:4]([OH:6])=O.[CH3:19][O:20][C:21]1[C:29]2[C:24](=[N:25][CH:26]=[C:27]([NH2:30])[CH:28]=2)[NH:23][N:22]=1.CCN=C=NCCCN(C)C.C1C=CC2N(O)N=NC=2C=1. Given the product [Cl:1][C:2]1[C:10]([NH:11][S:12]([CH2:15][CH2:16][CH3:17])(=[O:14])=[O:13])=[CH:9][CH:8]=[C:7]([F:18])[C:3]=1[C:4]([NH:30][C:27]1[CH:28]=[C:29]2[C:21]([O:20][CH3:19])=[N:22][NH:23][C:24]2=[N:25][CH:26]=1)=[O:6], predict the reactants needed to synthesize it. (6) Given the product [F:1][C:2]1[CH:3]=[CH:4][C:5]([C@H:8]2[CH2:13][CH2:12][CH2:11][C@@H:10]([CH:14]=[CH2:15])[N:9]2[C:28](=[O:33])[CH2:29][CH2:30][CH:31]=[CH2:32])=[CH:6][CH:7]=1, predict the reactants needed to synthesize it. The reactants are: [F:1][C:2]1[CH:7]=[CH:6][C:5]([C@H:8]2[CH2:13][CH2:12][CH2:11][C@@H:10]([CH:14]=[CH2:15])[NH:9]2)=[CH:4][CH:3]=1.C(NC(C)C)(C)C.C(Cl)(Cl)Cl.Cl.[C:28](Cl)(=[O:33])[CH2:29][CH2:30][CH:31]=[CH2:32]. (7) Given the product [Cl:1][C:2]1[C:7]2[CH2:8][CH2:9][N:10]([CH2:25][C:24]([N:23]([CH2:28][CH3:29])[CH2:21][CH3:22])=[O:27])[C:6]=2[CH:5]=[CH:4][N:3]=1, predict the reactants needed to synthesize it. The reactants are: [Cl:1][C:2]1[C:7]2[CH2:8][CH2:9][NH:10][C:6]=2[CH:5]=[CH:4][N:3]=1.[Li+].C[Si]([N-][Si](C)(C)C)(C)C.[CH2:21]([N:23]([CH2:28][CH3:29])[C:24](=[O:27])[CH2:25]Cl)[CH3:22]. (8) Given the product [CH3:3][C:4]([O:6][CH2:7][C:8]1[CH2:25][S:24][C@@H:11]2[C@H:12]([NH2:15])[C:13](=[O:14])[N:10]2[C:9]=1[C:26]([OH:28])=[O:27])=[O:5], predict the reactants needed to synthesize it. The reactants are: [OH-].[Na+].[CH3:3][C:4]([O:6][CH2:7][C:8]1[CH2:25][S:24][C@@H:11]2[C@H:12]([NH:15]C(CCCC(O)=O)=O)[C:13](=[O:14])[N:10]2[C:9]=1[C:26]([OH:28])=[O:27])=[O:5]. (9) Given the product [NH2:38][C:30]([CH2:29][N:24]1[C:25]2[C:21](=[C:20]([C:17]3[N:16]=[C:15]([C:7]4[CH:8]=[CH:9][C:10]([O:11][CH2:12][CH2:13][CH3:14])=[C:5]([O:4][CH2:1][CH2:2][CH3:3])[CH:6]=4)[O:19][N:18]=3)[CH:28]=[CH:27][CH:26]=2)[CH2:22][CH2:23]1)([CH2:31][OH:32])[CH2:35][OH:34], predict the reactants needed to synthesize it. The reactants are: [CH2:1]([O:4][C:5]1[CH:6]=[C:7]([C:15]2[O:19][N:18]=[C:17]([C:20]3[CH:28]=[CH:27][CH:26]=[C:25]4[C:21]=3[CH2:22][CH2:23][N:24]4[CH2:29][C:30]3([NH:38]C(=O)OC(C)(C)C)[CH2:35][O:34]C(C)(C)[O:32][CH2:31]3)[N:16]=2)[CH:8]=[CH:9][C:10]=1[O:11][CH2:12][CH2:13][CH3:14])[CH2:2][CH3:3].C(OC1C=C(C2ON=C(C3C=CC=C4C=3CCN4CC3(NC(=O)OC(C)(C)C)COC(C)(C)OC3)N=2)C=CC=1OCC)C. (10) Given the product [Br:12][C:7]1[CH:6]=[C:5]([O:8][CH3:9])[C:4]([O:10][CH3:11])=[CH:3][C:2]=1[NH2:1], predict the reactants needed to synthesize it. The reactants are: [NH2:1][C:2]1[CH:3]=[C:4]([O:10][CH3:11])[C:5]([O:8][CH3:9])=[CH:6][CH:7]=1.[Br-:12].[Br-].[Br-].C([N+](CCCC)(CCCC)CCCC)CCC.C([N+](CCCC)(CCCC)CCCC)CCC.C([N+](CCCC)(CCCC)CCCC)CCC.